Dataset: Peptide-MHC class II binding affinity with 134,281 pairs from IEDB. Task: Regression. Given a peptide amino acid sequence and an MHC pseudo amino acid sequence, predict their binding affinity value. This is MHC class II binding data. (1) The peptide sequence is HPQQFIYAGSLSALL. The MHC is HLA-DQA10501-DQB10201 with pseudo-sequence HLA-DQA10501-DQB10201. The binding affinity (normalized) is 0.431. (2) The peptide sequence is SDAKTLVLNIKYTRP. The MHC is HLA-DPA10201-DPB10501 with pseudo-sequence HLA-DPA10201-DPB10501. The binding affinity (normalized) is 0.726. (3) The peptide sequence is GELIIVDKIDAAFKI. The MHC is DRB3_0101 with pseudo-sequence DRB3_0101. The binding affinity (normalized) is 0.880. (4) The peptide sequence is VDGMAWFTPVGLAVD. The binding affinity (normalized) is 0. The MHC is DRB3_0202 with pseudo-sequence DRB3_0202. (5) The peptide sequence is ASAAILGHDGTVWAQ. The MHC is DRB4_0101 with pseudo-sequence DRB4_0103. The binding affinity (normalized) is 0.129. (6) The peptide sequence is AAMTAGTTVYGAFAA. The MHC is HLA-DQA10501-DQB10301 with pseudo-sequence HLA-DQA10501-DQB10301. The binding affinity (normalized) is 0.744. (7) The peptide sequence is ALHIIAGTPEVHAVK. The MHC is DRB1_0901 with pseudo-sequence DRB1_0901. The binding affinity (normalized) is 0.436. (8) The peptide sequence is FAVVDLNKMRAVWVDGKART. The MHC is DRB1_0101 with pseudo-sequence DRB1_0101. The binding affinity (normalized) is 0.747.